Dataset: Forward reaction prediction with 1.9M reactions from USPTO patents (1976-2016). Task: Predict the product of the given reaction. (1) Given the reactants [N+:1]([O-:4])([O-])=O.[Na+].C(O)(=O)C(O)=O.[N:12]([CH2:15][CH2:16][NH:17][CH2:18][CH2:19][N:20]=[N+:21]=[N-:22])=[N+:13]=[N-:14].CCCCCC, predict the reaction product. The product is: [N:20]([CH2:19][CH2:18][N:17]([CH2:16][CH2:15][N:12]=[N+:13]=[N-:14])[N:1]=[O:4])=[N+:21]=[N-:22]. (2) The product is: [NH2:1][C:2]1[CH:7]=[CH:6][C:5]([Cl:8])=[CH:4][C:3]=1[O:9][C:18]1[CH:17]=[CH:16][C:13]([C:14]#[N:15])=[CH:12][C:11]=1[Cl:10]. Given the reactants [NH2:1][C:2]1[CH:7]=[CH:6][C:5]([Cl:8])=[CH:4][C:3]=1[OH:9].[Cl:10][C:11]1[CH:12]=[C:13]([CH:16]=[CH:17][C:18]=1F)[C:14]#[N:15], predict the reaction product. (3) Given the reactants [NH:1]1[C:9]2[C:4](=[CH:5][C:6]([O:10][C:11]3[CH:16]=[CH:15][N:14]=[C:13]([NH2:17])[CH:12]=3)=[CH:7][CH:8]=2)[CH:3]=[CH:2]1.[H-].[Na+].[CH3:20][CH:21]([CH3:34])[CH2:22][CH2:23][NH:24][C:25](=O)[O:26]C1C=CC=CC=1, predict the reaction product. The product is: [CH3:20][CH:21]([CH3:34])[CH2:22][CH2:23][NH:24][C:25]([N:1]1[C:9]2[C:4](=[CH:5][C:6]([O:10][C:11]3[CH:16]=[CH:15][N:14]=[C:13]([NH2:17])[CH:12]=3)=[CH:7][CH:8]=2)[CH:3]=[CH:2]1)=[O:26]. (4) The product is: [F:1][C:2]1[C:19]([F:20])=[CH:18][CH:17]=[CH:16][C:3]=1[CH2:4][N:5]1[C:9]2=[N:10][C:11]([CH3:14])=[N:12][CH:13]=[C:8]2[C:7]([C:22]#[N:23])=[N:6]1. Given the reactants [F:1][C:2]1[C:19]([F:20])=[CH:18][CH:17]=[CH:16][C:3]=1[CH2:4][N:5]1[C:9]2=[N:10][C:11]([CH3:14])=[N:12][CH:13]=[C:8]2[C:7](I)=[N:6]1.[Cu][C:22]#[N:23].C(OCC)(=O)C, predict the reaction product. (5) Given the reactants Br[C:2]1[C:10]2[C:9](=[O:11])[N:8]([CH2:12][CH2:13][C:14]3[CH:19]=[CH:18][CH:17]=[CH:16][N:15]=3)[N:7]=[C:6]([C:20]3[CH:25]=[CH:24][N:23]=[CH:22][CH:21]=3)[C:5]=2[S:4][CH:3]=1.[N:26]1[CH:31]=[CH:30][C:29](B(O)O)=[CH:28][CH:27]=1, predict the reaction product. The product is: [N:26]1[CH:31]=[CH:30][C:29]([C:2]2[C:10]3[C:9](=[O:11])[N:8]([CH2:12][CH2:13][C:14]4[CH:19]=[CH:18][CH:17]=[CH:16][N:15]=4)[N:7]=[C:6]([C:20]4[CH:25]=[CH:24][N:23]=[CH:22][CH:21]=4)[C:5]=3[S:4][CH:3]=2)=[CH:28][CH:27]=1. (6) Given the reactants C1(C2C(=O)[C:11]34[CH2:18][CH2:17][O:16][C:12]3=[N:13][CH:14]=[N:15][C:10]4=CC=2)C=CC=CC=1.P(Cl)(Cl)([Cl:23])=O.[CH:26]1[CH:31]=[CH:30][CH:29]=[CH:28][CH:27]=1, predict the reaction product. The product is: [Cl:23][C:10]1[C:11]2[C:18]([C:26]3[CH:31]=[CH:30][CH:29]=[CH:28][CH:27]=3)=[CH:17][O:16][C:12]=2[N:13]=[CH:14][N:15]=1. (7) Given the reactants [NH:1]1[CH:5]=[C:4]([CH2:6][CH2:7][NH:8][C:9](=[O:24])[NH:10][CH:11]([CH2:15][C:16]2[CH:21]=[CH:20][C:19]([O:22][CH3:23])=[CH:18][CH:17]=2)[C:12]([OH:14])=O)[N:3]=[CH:2]1.C(N(C(C)C)CC)(C)C.CN(C(ON1N=NC2C=CC=CC1=2)=[N+](C)C)C.[B-](F)(F)(F)F.[C:56]([NH:60][C:61]([C:63]1([CH:69]2[CH2:74][CH2:73][CH2:72][CH2:71][CH2:70]2)[CH2:68][CH2:67][NH:66][CH2:65][CH2:64]1)=[O:62])([CH3:59])([CH3:58])[CH3:57], predict the reaction product. The product is: [C:56]([NH:60][C:61]([C:63]1([CH:69]2[CH2:74][CH2:73][CH2:72][CH2:71][CH2:70]2)[CH2:64][CH2:65][N:66]([C:12](=[O:14])[CH:11]([NH:10][C:9]([NH:8][CH2:7][CH2:6][C:4]2[N:3]=[CH:2][NH:1][CH:5]=2)=[O:24])[CH2:15][C:16]2[CH:21]=[CH:20][C:19]([O:22][CH3:23])=[CH:18][CH:17]=2)[CH2:67][CH2:68]1)=[O:62])([CH3:59])([CH3:57])[CH3:58].